Dataset: Reaction yield outcomes from USPTO patents with 853,638 reactions. Task: Predict the reaction yield, written as a fraction of the theoretical maximum amount of product (1.0 means a 100% yield; for example, 0.34 means a 34% yield). (1) The reactants are [CH3:1][O:2][C:3]1[CH:31]=[CH:30][C:6]([CH2:7][N:8]2[C:12]3=[N:13][CH:14]=[CH:15][C:16]([O:17][C:18]4[CH:23]=[C:22]([Cl:24])[C:21]([N+:25]([O-])=O)=[CH:20][C:19]=4[F:28])=[C:11]3[C:10]([I:29])=[N:9]2)=[CH:5][CH:4]=1.CCO. The catalyst is CCOC(C)=O. The product is [CH3:1][O:2][C:3]1[CH:4]=[CH:5][C:6]([CH2:7][N:8]2[C:12]3=[N:13][CH:14]=[CH:15][C:16]([O:17][C:18]4[C:19]([F:28])=[CH:20][C:21]([NH2:25])=[C:22]([Cl:24])[CH:23]=4)=[C:11]3[C:10]([I:29])=[N:9]2)=[CH:30][CH:31]=1. The yield is 0.640. (2) The reactants are C(OC(=O)[NH:7][C:8]1([C:12]2[CH:17]=[CH:16][C:15]([C:18]3[C:23]([C:24]4[CH:29]=[CH:28][CH:27]=[CH:26][CH:25]=4)=[CH:22][N:21]4[CH:30]=[C:31]([CH3:33])[N:32]=[C:20]4[N:19]=3)=[CH:14][CH:13]=2)[CH2:11][CH2:10][CH2:9]1)(C)(C)C.Cl. The catalyst is O1CCOCC1. The product is [CH3:33][C:31]1[N:32]=[C:20]2[N:19]=[C:18]([C:15]3[CH:14]=[CH:13][C:12]([C:8]4([NH2:7])[CH2:9][CH2:10][CH2:11]4)=[CH:17][CH:16]=3)[C:23]([C:24]3[CH:25]=[CH:26][CH:27]=[CH:28][CH:29]=3)=[CH:22][N:21]2[CH:30]=1. The yield is 0.350. (3) No catalyst specified. The yield is 0.830. The reactants are Br[C:2]1[CH:3]=[C:4]2[C:8](=[C:9]([F:11])[CH:10]=1)[NH:7][C:6](=[O:12])[C:5]12[CH2:14][CH2:13]1.[CH3:15][N:16]1[C:20]([C:21]#[N:22])=[CH:19][CH:18]=[C:17]1B(O)O.[F-].[K+]. The product is [F:11][C:9]1[CH:10]=[C:2]([C:17]2[N:16]([CH3:15])[C:20]([C:21]#[N:22])=[CH:19][CH:18]=2)[CH:3]=[C:4]2[C:8]=1[NH:7][C:6](=[O:12])[C:5]12[CH2:14][CH2:13]1. (4) The reactants are [CH3:1][O:2][C:3]([C:5]1[CH:6]=[C:7](B(O)O)[CH:8]=[CH:9][CH:10]=1)=[O:4].Br[C:15]1[CH:16]=[N:17][CH:18]=[CH:19][CH:20]=1.C([O-])([O-])=O.[K+].[K+].O1CCOCC1. The catalyst is C1C=CC(P(C2C=CC=CC=2)[C-]2C=CC=C2)=CC=1.C1C=CC(P(C2C=CC=CC=2)[C-]2C=CC=C2)=CC=1.Cl[Pd]Cl.[Fe+2].O. The product is [N:17]1[CH:18]=[CH:19][CH:20]=[C:15]([C:7]2[CH:6]=[C:5]([CH:10]=[CH:9][CH:8]=2)[C:3]([O:2][CH3:1])=[O:4])[CH:16]=1. The yield is 0.900. (5) The reactants are [CH3:1][C:2]1[C:6]([CH2:7][N:8]2[CH:12]=[C:11]([N:13]3[C:17](=[O:18])[CH2:16][NH:15][C:14]3=[O:19])[CH:10]=[N:9]2)=[C:5]([CH3:20])[O:4][N:3]=1.Br[CH2:22][C:23]1[CH:24]=[C:25]([CH:28]=[CH:29][CH:30]=1)[CH:26]=[O:27]. No catalyst specified. The product is [CH3:1][C:2]1[C:6]([CH2:7][N:8]2[CH:12]=[C:11]([N:13]3[C:17](=[O:18])[CH2:16][N:15]([CH2:22][C:23]4[CH:24]=[C:25]([CH:28]=[CH:29][CH:30]=4)[CH:26]=[O:27])[C:14]3=[O:19])[CH:10]=[N:9]2)=[C:5]([CH3:20])[O:4][N:3]=1. The yield is 0.350.